Dataset: NCI-60 drug combinations with 297,098 pairs across 59 cell lines. Task: Regression. Given two drug SMILES strings and cell line genomic features, predict the synergy score measuring deviation from expected non-interaction effect. (1) Drug 1: CC12CCC3C(C1CCC2=O)CC(=C)C4=CC(=O)C=CC34C. Drug 2: C(CC(=O)O)C(=O)CN.Cl. Cell line: NCIH23. Synergy scores: CSS=60.7, Synergy_ZIP=-2.76, Synergy_Bliss=-3.37, Synergy_Loewe=-6.95, Synergy_HSA=-1.58. (2) Drug 1: C1=NNC2=C1C(=O)NC=N2. Drug 2: COC1=C2C(=CC3=C1OC=C3)C=CC(=O)O2. Cell line: UO-31. Synergy scores: CSS=-3.83, Synergy_ZIP=1.79, Synergy_Bliss=-0.444, Synergy_Loewe=-1.36, Synergy_HSA=-4.00. (3) Drug 1: COC1=C(C=C2C(=C1)N=CN=C2NC3=CC(=C(C=C3)F)Cl)OCCCN4CCOCC4. Drug 2: CCCCC(=O)OCC(=O)C1(CC(C2=C(C1)C(=C3C(=C2O)C(=O)C4=C(C3=O)C=CC=C4OC)O)OC5CC(C(C(O5)C)O)NC(=O)C(F)(F)F)O. Cell line: OVCAR-5. Synergy scores: CSS=54.4, Synergy_ZIP=0.794, Synergy_Bliss=2.45, Synergy_Loewe=2.68, Synergy_HSA=2.77. (4) Drug 1: CC=C1C(=O)NC(C(=O)OC2CC(=O)NC(C(=O)NC(CSSCCC=C2)C(=O)N1)C(C)C)C(C)C. Drug 2: C1=CC=C(C=C1)NC(=O)CCCCCCC(=O)NO. Cell line: CCRF-CEM. Synergy scores: CSS=73.9, Synergy_ZIP=1.18, Synergy_Bliss=1.01, Synergy_Loewe=-3.21, Synergy_HSA=3.32. (5) Drug 1: C1C(C(OC1N2C=C(C(=O)NC2=O)F)CO)O. Drug 2: C1CC(=O)NC(=O)C1N2C(=O)C3=CC=CC=C3C2=O. Cell line: IGROV1. Synergy scores: CSS=6.26, Synergy_ZIP=3.87, Synergy_Bliss=1.79, Synergy_Loewe=-17.4, Synergy_HSA=0.493. (6) Drug 1: CC1=CC2C(CCC3(C2CCC3(C(=O)C)OC(=O)C)C)C4(C1=CC(=O)CC4)C. Drug 2: CC(C)CN1C=NC2=C1C3=CC=CC=C3N=C2N. Synergy scores: CSS=0.581, Synergy_ZIP=1.76, Synergy_Bliss=3.21, Synergy_Loewe=0.557, Synergy_HSA=-0.197. Cell line: HL-60(TB).